Dataset: Full USPTO retrosynthesis dataset with 1.9M reactions from patents (1976-2016). Task: Predict the reactants needed to synthesize the given product. (1) Given the product [ClH:33].[Br:23][C:24]1[CH:29]=[CH:28][C:27]([S:30]([N:10]2[CH2:11][CH2:12][CH:8]([NH2:7])[CH2:9]2)(=[O:32])=[O:31])=[C:26]([O:34][C:35]([F:37])([F:36])[F:38])[CH:25]=1, predict the reactants needed to synthesize it. The reactants are: C(OC(=O)[NH:7][CH:8]1[CH2:12][CH2:11][NH:10][CH2:9]1)(C)(C)C.C(N(C(C)C)CC)(C)C.[Br:23][C:24]1[CH:29]=[CH:28][C:27]([S:30]([Cl:33])(=[O:32])=[O:31])=[C:26]([O:34][C:35]([F:38])([F:37])[F:36])[CH:25]=1.C([O-])(O)=O.[Na+].Cl. (2) Given the product [OH:8][N:9]1[C:14]2[N:15]=[CH:16][N:17]=[C:18]([CH3:19])[C:13]=2[C:12]([NH:20][CH2:21][C:22]2[CH:23]=[N:24][CH:25]=[CH:26][CH:27]=2)=[CH:11][C:10]1=[O:28], predict the reactants needed to synthesize it. The reactants are: C([O:8][N:9]1[C:14]2[N:15]=[CH:16][N:17]=[C:18]([CH3:19])[C:13]=2[C:12]([NH:20][CH2:21][C:22]2[CH:23]=[N:24][CH:25]=[CH:26][CH:27]=2)=[CH:11][C:10]1=[O:28])C1C=CC=CC=1.[H][H]. (3) Given the product [CH3:32][O:31][C:29](=[O:30])[CH2:28][S:27][C:13]1[S:12][C:11]([NH:10][C:8](=[O:9])[C:7]2[CH:17]=[C:18]([O:20][C:21]3[CH:26]=[CH:25][CH:24]=[CH:23][CH:22]=3)[CH:19]=[C:5]([O:4][CH:1]([CH3:3])[CH3:2])[CH:6]=2)=[N:15][CH:14]=1, predict the reactants needed to synthesize it. The reactants are: [CH:1]([O:4][C:5]1[CH:6]=[C:7]([CH:17]=[C:18]([O:20][C:21]2[CH:26]=[CH:25][CH:24]=[CH:23][CH:22]=2)[CH:19]=1)[C:8]([NH:10][C:11]1[S:12][C:13](Br)=[CH:14][N:15]=1)=[O:9])([CH3:3])[CH3:2].[SH:27][CH2:28][C:29]([O:31][CH3:32])=[O:30].